From a dataset of Forward reaction prediction with 1.9M reactions from USPTO patents (1976-2016). Predict the product of the given reaction. (1) Given the reactants [CH:1]1([CH2:4][C:5](Cl)=[O:6])[CH2:3][CH2:2]1.[Cl:8][C:9]1[CH:14]=[CH:13][C:12]([C:15]2[N:16]([CH3:21])[CH:17]=[CH:18][C:19]=2[CH3:20])=[CH:11][CH:10]=1, predict the reaction product. The product is: [Cl:8][C:9]1[CH:10]=[CH:11][C:12]([C:15]2[N:16]([CH3:21])[C:17]([C:5](=[O:6])[CH2:4][CH:1]3[CH2:3][CH2:2]3)=[CH:18][C:19]=2[CH3:20])=[CH:13][CH:14]=1. (2) Given the reactants [CH2:1]([O:3][C:4]1[CH:20]=[CH:19][C:7]2[CH:8]3[CH2:18][CH2:17][C:12]4(OCC[O:13]4)[CH2:11][CH:9]3[O:10][C:6]=2[C:5]=1[F:21])[CH3:2].C(O)=O.O, predict the reaction product. The product is: [CH2:1]([O:3][C:4]1[CH:20]=[CH:19][C:7]2[CH:8]3[CH2:18][CH2:17][C:12](=[O:13])[CH2:11][CH:9]3[O:10][C:6]=2[C:5]=1[F:21])[CH3:2]. (3) Given the reactants [CH:1]1([CH2:7][N:8]2[C:12]3[CH:13]=[CH:14][C:15]([C:17]#N)=[CH:16][C:11]=3[N:10]=[C:9]2[C:19]([CH3:23])([CH3:22])[CH2:20][CH3:21])[CH2:6][CH2:5][CH2:4][CH2:3][CH2:2]1.[OH-:24].[K+].C(O)C.[OH2:29], predict the reaction product. The product is: [CH:1]1([CH2:7][N:8]2[C:12]3[CH:13]=[CH:14][C:15]([C:17]([OH:29])=[O:24])=[CH:16][C:11]=3[N:10]=[C:9]2[C:19]([CH3:23])([CH3:22])[CH2:20][CH3:21])[CH2:6][CH2:5][CH2:4][CH2:3][CH2:2]1. (4) Given the reactants [CH3:1][O:2][C:3]1[CH:8]=[CH:7][C:6]([C:9]2[N:14]=[C:13]([NH:15][CH2:16][CH2:17][CH2:18][O:19][C:20]3[CH:21]=[C:22]4[C:26](=[CH:27][CH:28]=3)[C@H:25]([CH2:29][C:30]([O:32]CC)=[O:31])[CH2:24][CH2:23]4)[C:12]([C:35]([F:38])([F:37])[F:36])=[CH:11][CH:10]=2)=[CH:5][CH:4]=1.O.[Li+].[OH-], predict the reaction product. The product is: [CH3:1][O:2][C:3]1[CH:4]=[CH:5][C:6]([C:9]2[N:14]=[C:13]([NH:15][CH2:16][CH2:17][CH2:18][O:19][C:20]3[CH:21]=[C:22]4[C:26](=[CH:27][CH:28]=3)[C@H:25]([CH2:29][C:30]([OH:32])=[O:31])[CH2:24][CH2:23]4)[C:12]([C:35]([F:37])([F:38])[F:36])=[CH:11][CH:10]=2)=[CH:7][CH:8]=1. (5) Given the reactants Cl.[Cl:2][C:3]1[CH:8]=[C:7]([Cl:9])[CH:6]=[CH:5][C:4]=1[C:10]1[NH:14][C:13]([CH:15]2[CH2:20][CH2:19][N:18]([C:21]3[N:26]=[CH:25][N:24]=[C:23]4[NH:27][N:28]=[CH:29][C:22]=34)[CH2:17][CH2:16]2)=[N:12][CH:11]=1, predict the reaction product. The product is: [ClH:2].[Cl:2][C:3]1[CH:8]=[C:7]([Cl:9])[CH:6]=[CH:5][C:4]=1[C:10]1[NH:14][C:13]([CH:15]2[CH2:20][CH2:19][N:18]([C:21]3[N:26]=[CH:25][N:24]=[C:23]4[NH:27][N:28]=[CH:29][C:22]=34)[CH2:17][CH2:16]2)=[N:12][CH:11]=1. (6) Given the reactants [C:1]([O:5][C:6](=[O:31])[NH:7][C@@H:8]1[C:14](=[O:15])[N:13]([CH2:16][C:17]2[C:26]3[C:21](=[CH:22][CH:23]=[CH:24][CH:25]=3)[CH:20]=[CH:19][CH:18]=2)[C:12]2[CH:27]=[CH:28][CH:29]=[CH:30][C:11]=2[NH:10][CH2:9]1)([CH3:4])([CH3:3])[CH3:2].[C:32]([O-])([O-])=O.[K+].[K+].CI, predict the reaction product. The product is: [C:1]([O:5][C:6](=[O:31])[NH:7][C@@H:8]1[C:14](=[O:15])[N:13]([CH2:16][C:17]2[C:26]3[C:21](=[CH:22][CH:23]=[CH:24][CH:25]=3)[CH:20]=[CH:19][CH:18]=2)[C:12]2[CH:27]=[CH:28][CH:29]=[CH:30][C:11]=2[N:10]([CH3:32])[CH2:9]1)([CH3:4])([CH3:2])[CH3:3]. (7) Given the reactants [Cl:1][C:2]1[N:7]=[C:6]([N:8]2[CH2:13][CH2:12][CH:11]([OH:14])[CH2:10][CH2:9]2)[C:5]([CH3:15])=[CH:4][N:3]=1.O[C:17]1[CH:18]=[C:19]2[C:23](=[CH:24][CH:25]=1)[C@H:22]([CH2:26][C:27]([O:29][CH2:30][CH3:31])=[O:28])[CH2:21][CH2:20]2.C1C=CC(P(C2C=CC=CC=2)C2C=CC=CC=2)=CC=1.C1CCN(C(N=NC(N2CCCCC2)=O)=O)CC1, predict the reaction product. The product is: [Cl:1][C:2]1[N:7]=[C:6]([N:8]2[CH2:9][CH2:10][CH:11]([O:14][C:17]3[CH:18]=[C:19]4[C:23](=[CH:24][CH:25]=3)[C@H:22]([CH2:26][C:27]([O:29][CH2:30][CH3:31])=[O:28])[CH2:21][CH2:20]4)[CH2:12][CH2:13]2)[C:5]([CH3:15])=[CH:4][N:3]=1. (8) Given the reactants Br[CH:2]([C:18]1[CH:23]=[CH:22][CH:21]=[CH:20][CH:19]=1)[CH2:3][CH2:4][CH2:5][CH2:6][N:7]1[C:15](=[O:16])[C:14]2[C:9](=[CH:10][CH:11]=[CH:12][CH:13]=2)[C:8]1=[O:17].[F:24][C:25]([F:34])([F:33])[C:26]1[CH:32]=[CH:31][C:29]([NH2:30])=[CH:28][CH:27]=1.O, predict the reaction product. The product is: [C:18]1([CH:2]([NH:30][C:29]2[CH:31]=[CH:32][C:26]([C:25]([F:24])([F:33])[F:34])=[CH:27][CH:28]=2)[CH2:3][CH2:4][CH2:5][CH2:6][N:7]2[C:15](=[O:16])[C:14]3[C:9](=[CH:10][CH:11]=[CH:12][CH:13]=3)[C:8]2=[O:17])[CH:23]=[CH:22][CH:21]=[CH:20][CH:19]=1.